Task: Predict the product of the given reaction.. Dataset: Forward reaction prediction with 1.9M reactions from USPTO patents (1976-2016) (1) Given the reactants [F:1][C:2]1[CH:27]=[CH:26][CH:25]=[C:24]([F:28])[C:3]=1[C:4]([NH:6][C:7](=[O:23])[N:8]([C:10]1[CH:15]=[CH:14][C:13]([S:16][CH2:17][C:18]([F:21])([F:20])[F:19])=[CH:12][C:11]=1[F:22])[CH3:9])=[O:5].[H-].[Na+].[CH3:31]I.[Cl-].[NH4+], predict the reaction product. The product is: [F:1][C:2]1[CH:27]=[CH:26][CH:25]=[C:24]([F:28])[C:3]=1[C:4]([N:6]([CH3:31])[C:7]([N:8]([C:10]1[CH:15]=[CH:14][C:13]([S:16][CH2:17][C:18]([F:21])([F:20])[F:19])=[CH:12][C:11]=1[F:22])[CH3:9])=[O:23])=[O:5]. (2) Given the reactants F[C:2]1[CH:3]=[C:4]2[C:9](=[CH:10][C:11]=1[N+:12]([O-:14])=[O:13])[NH:8][C:7](=[O:15])[N:6]([NH:16][S:17]([CH3:20])(=[O:19])=[O:18])[C:5]2=[O:21].[NH2:22][C:23]([CH3:27])([CH3:26])[CH2:24][OH:25], predict the reaction product. The product is: [OH:25][CH2:24][C:23]([NH:22][C:2]1[CH:3]=[C:4]2[C:9](=[CH:10][C:11]=1[N+:12]([O-:14])=[O:13])[NH:8][C:7](=[O:15])[N:6]([NH:16][S:17]([CH3:20])(=[O:19])=[O:18])[C:5]2=[O:21])([CH3:27])[CH3:26].